From a dataset of Forward reaction prediction with 1.9M reactions from USPTO patents (1976-2016). Predict the product of the given reaction. (1) Given the reactants [OH:1][C:2]1([C:9]2[S:13][C:12]([CH3:14])=[N:11][CH:10]=2)[CH2:7][CH2:6][C:5](=O)[CH2:4][CH2:3]1.[NH:15]1[CH2:18][CH:17]([NH:19][C:20]([CH2:22][NH:23][C:24](=[O:35])[C:25]2[CH:30]=[CH:29][CH:28]=[C:27]([C:31]([F:34])([F:33])[F:32])[CH:26]=2)=[O:21])[CH2:16]1, predict the reaction product. The product is: [OH:1][C:2]1([C:9]2[S:13][C:12]([CH3:14])=[N:11][CH:10]=2)[CH2:7][CH2:6][CH:5]([N:15]2[CH2:18][CH:17]([NH:19][C:20]([CH2:22][NH:23][C:24](=[O:35])[C:25]3[CH:30]=[CH:29][CH:28]=[C:27]([C:31]([F:34])([F:32])[F:33])[CH:26]=3)=[O:21])[CH2:16]2)[CH2:4][CH2:3]1. (2) Given the reactants [F:1][C:2]1[CH:7]=[CH:6][C:5]([C:8](=[O:15])[CH2:9][CH2:10][CH2:11][C:12]([OH:14])=O)=[CH:4][CH:3]=1.[C:16]1([C@@H:22]([CH2:24]O)[NH2:23])[CH:21]=[CH:20][CH:19]=[CH:18][CH:17]=1, predict the reaction product. The product is: [F:1][C:2]1[CH:3]=[CH:4][C:5]([C@:8]23[O:15][CH2:24][C@H:22]([C:16]4[CH:21]=[CH:20][CH:19]=[CH:18][CH:17]=4)[N:23]2[C:12](=[O:14])[CH2:11][CH2:10][CH2:9]3)=[CH:6][CH:7]=1. (3) Given the reactants Cl[C:2]1[N:3]=[CH:4][C:5]2[N:6]([CH3:21])[C:7](=[O:20])[C:8]([F:19])([F:18])[CH2:9][N:10]([CH:13]3[CH2:17][CH2:16][CH2:15][CH2:14]3)[C:11]=2[N:12]=1.[NH2:22][C:23]1[CH:24]=[C:25]2[C:29](=[CH:30][CH:31]=1)[NH:28][CH:27]=[CH:26]2, predict the reaction product. The product is: [NH:28]1[C:29]2[C:25](=[CH:24][C:23]([NH:22][C:2]3[N:3]=[CH:4][C:5]4[N:6]([CH3:21])[C:7](=[O:20])[C:8]([F:19])([F:18])[CH2:9][N:10]([CH:13]5[CH2:17][CH2:16][CH2:15][CH2:14]5)[C:11]=4[N:12]=3)=[CH:31][CH:30]=2)[CH:26]=[CH:27]1. (4) Given the reactants Cl[C:2]1[CH:7]=[CH:6][C:5]([O:8][CH3:9])=[CH:4][CH:3]=1.[CH3:10][NH2:11].CC([O-])(C)C.[Na+], predict the reaction product. The product is: [CH3:9][O:8][C:5]1[CH:6]=[CH:7][C:2]([NH:11][CH3:10])=[CH:3][CH:4]=1.